Dataset: Peptide-MHC class II binding affinity with 134,281 pairs from IEDB. Task: Regression. Given a peptide amino acid sequence and an MHC pseudo amino acid sequence, predict their binding affinity value. This is MHC class II binding data. (1) The peptide sequence is YLVGSNMTQRVVIALKK. The MHC is HLA-DQA10201-DQB10303 with pseudo-sequence HLA-DQA10201-DQB10303. The binding affinity (normalized) is 0.468. (2) The peptide sequence is MGDDHFWAVRGGGGE. The MHC is DRB1_0101 with pseudo-sequence DRB1_0101. The binding affinity (normalized) is 0.497. (3) The peptide sequence is ATISATPESATPFPH. The MHC is DRB3_0202 with pseudo-sequence DRB3_0202. The binding affinity (normalized) is 0.353. (4) The peptide sequence is EAAVKQAYAATVAAA. The MHC is HLA-DQA10301-DQB10301 with pseudo-sequence HLA-DQA10301-DQB10301. The binding affinity (normalized) is 0.821.